Dataset: Catalyst prediction with 721,799 reactions and 888 catalyst types from USPTO. Task: Predict which catalyst facilitates the given reaction. Reactant: C(=O)([O-])[O-].[Cs+].[Cs+].FC(F)(F)S(O[C:13]1[CH:14]=[CH:15][C:16]2[O:20][C:19]([C:21]3[CH:26]=[CH:25][C:24]([F:27])=[CH:23][CH:22]=3)=[C:18]([C:28](=[O:31])[NH:29][CH3:30])[C:17]=2[CH:32]=1)(=O)=O.B([C:38]1[CH:39]=[C:40]([CH:44]=[CH:45][CH:46]=1)[C:41]([OH:43])=[O:42])(O)O.O1CCOCC1. Product: [F:27][C:24]1[CH:25]=[CH:26][C:21]([C:19]2[O:20][C:16]3[CH:15]=[CH:14][C:13]([C:38]4[CH:39]=[C:40]([CH:44]=[CH:45][CH:46]=4)[C:41]([OH:43])=[O:42])=[CH:32][C:17]=3[C:18]=2[C:28](=[O:31])[NH:29][CH3:30])=[CH:22][CH:23]=1. The catalyst class is: 103.